Regression. Given two drug SMILES strings and cell line genomic features, predict the synergy score measuring deviation from expected non-interaction effect. From a dataset of NCI-60 drug combinations with 297,098 pairs across 59 cell lines. (1) Drug 1: COC1=C2C(=CC3=C1OC=C3)C=CC(=O)O2. Drug 2: CC1CCCC2(C(O2)CC(NC(=O)CC(C(C(=O)C(C1O)C)(C)C)O)C(=CC3=CSC(=N3)C)C)C. Cell line: SK-MEL-5. Synergy scores: CSS=45.6, Synergy_ZIP=3.39, Synergy_Bliss=1.58, Synergy_Loewe=-24.0, Synergy_HSA=2.68. (2) Drug 1: CS(=O)(=O)OCCCCOS(=O)(=O)C. Drug 2: C1C(C(OC1N2C=NC(=NC2=O)N)CO)O. Cell line: PC-3. Synergy scores: CSS=17.4, Synergy_ZIP=-5.89, Synergy_Bliss=-3.83, Synergy_Loewe=2.29, Synergy_HSA=1.82. (3) Drug 1: CNC(=O)C1=CC=CC=C1SC2=CC3=C(C=C2)C(=NN3)C=CC4=CC=CC=N4. Drug 2: CC1OCC2C(O1)C(C(C(O2)OC3C4COC(=O)C4C(C5=CC6=C(C=C35)OCO6)C7=CC(=C(C(=C7)OC)O)OC)O)O. Cell line: MDA-MB-231. Synergy scores: CSS=27.5, Synergy_ZIP=8.26, Synergy_Bliss=9.99, Synergy_Loewe=2.52, Synergy_HSA=7.31. (4) Drug 1: C1=NC2=C(N1)C(=S)N=CN2. Cell line: ACHN. Drug 2: B(C(CC(C)C)NC(=O)C(CC1=CC=CC=C1)NC(=O)C2=NC=CN=C2)(O)O. Synergy scores: CSS=47.1, Synergy_ZIP=-3.45, Synergy_Bliss=0.653, Synergy_Loewe=-15.8, Synergy_HSA=0.109. (5) Drug 1: C1CCN(CC1)CCOC2=CC=C(C=C2)C(=O)C3=C(SC4=C3C=CC(=C4)O)C5=CC=C(C=C5)O. Drug 2: CCC1(CC2CC(C3=C(CCN(C2)C1)C4=CC=CC=C4N3)(C5=C(C=C6C(=C5)C78CCN9C7C(C=CC9)(C(C(C8N6C=O)(C(=O)OC)O)OC(=O)C)CC)OC)C(=O)OC)O.OS(=O)(=O)O. Cell line: HT29. Synergy scores: CSS=48.9, Synergy_ZIP=4.55, Synergy_Bliss=2.54, Synergy_Loewe=-43.2, Synergy_HSA=-0.985. (6) Drug 1: CC1=C(C=C(C=C1)NC2=NC=CC(=N2)N(C)C3=CC4=NN(C(=C4C=C3)C)C)S(=O)(=O)N.Cl. Drug 2: C1=CC=C(C(=C1)C(C2=CC=C(C=C2)Cl)C(Cl)Cl)Cl. Cell line: RXF 393. Synergy scores: CSS=12.1, Synergy_ZIP=0.902, Synergy_Bliss=9.74, Synergy_Loewe=8.51, Synergy_HSA=9.33. (7) Drug 1: C1=CN(C(=O)N=C1N)C2C(C(C(O2)CO)O)O.Cl. Drug 2: B(C(CC(C)C)NC(=O)C(CC1=CC=CC=C1)NC(=O)C2=NC=CN=C2)(O)O. Cell line: U251. Synergy scores: CSS=24.4, Synergy_ZIP=-4.26, Synergy_Bliss=-3.35, Synergy_Loewe=-17.8, Synergy_HSA=-2.89.